Dataset: Merck oncology drug combination screen with 23,052 pairs across 39 cell lines. Task: Regression. Given two drug SMILES strings and cell line genomic features, predict the synergy score measuring deviation from expected non-interaction effect. (1) Drug 1: COc1cc(C2c3cc4c(cc3C(OC3OC5COC(C)OC5C(O)C3O)C3COC(=O)C23)OCO4)cc(OC)c1O. Drug 2: CC1(c2nc3c(C(N)=O)cccc3[nH]2)CCCN1. Cell line: PA1. Synergy scores: synergy=-4.75. (2) Drug 1: O=C(O)C1(Cc2cccc(Nc3nccs3)n2)CCC(Oc2cccc(Cl)c2F)CC1. Drug 2: Cn1c(=O)n(-c2ccc(C(C)(C)C#N)cc2)c2c3cc(-c4cnc5ccccc5c4)ccc3ncc21. Cell line: OVCAR3. Synergy scores: synergy=15.2. (3) Drug 1: COc1cc(C2c3cc4c(cc3C(OC3OC5COC(C)OC5C(O)C3O)C3COC(=O)C23)OCO4)cc(OC)c1O. Drug 2: COC1CC2CCC(C)C(O)(O2)C(=O)C(=O)N2CCCCC2C(=O)OC(C(C)CC2CCC(OP(C)(C)=O)C(OC)C2)CC(=O)C(C)C=C(C)C(O)C(OC)C(=O)C(C)CC(C)C=CC=CC=C1C. Cell line: MDAMB436. Synergy scores: synergy=32.4. (4) Drug 1: CN(Cc1cnc2nc(N)nc(N)c2n1)c1ccc(C(=O)NC(CCC(=O)O)C(=O)O)cc1. Drug 2: C#Cc1cccc(Nc2ncnc3cc(OCCOC)c(OCCOC)cc23)c1. Cell line: OCUBM. Synergy scores: synergy=-1.45. (5) Drug 1: CN(Cc1cnc2nc(N)nc(N)c2n1)c1ccc(C(=O)NC(CCC(=O)O)C(=O)O)cc1. Drug 2: Cc1nc(Nc2ncc(C(=O)Nc3c(C)cccc3Cl)s2)cc(N2CCN(CCO)CC2)n1. Cell line: EFM192B. Synergy scores: synergy=10.6.